Dataset: Full USPTO retrosynthesis dataset with 1.9M reactions from patents (1976-2016). Task: Predict the reactants needed to synthesize the given product. (1) The reactants are: Cl[C:2]1[N:10]=[C:9]2[C:5]([N:6]=[C:7]([CH2:12][N:13]3[CH2:18][CH2:17][CH:16]([C:19]([OH:22])([CH3:21])[CH3:20])[CH2:15][CH2:14]3)[N:8]2[CH3:11])=[C:4]([N:23]2[CH2:28][CH2:27][O:26][CH2:25][CH2:24]2)[N:3]=1.[CH2:29]([N:36]([CH2:46][C:47]1[CH:52]=[CH:51][CH:50]=[CH:49][CH:48]=1)[C:37]1[NH:41][C:40]2[CH:42]=[CH:43][CH:44]=[CH:45][C:39]=2[N:38]=1)[C:30]1[CH:35]=[CH:34][CH:33]=[CH:32][CH:31]=1. Given the product [CH2:46]([N:36]([CH2:29][C:30]1[CH:35]=[CH:34][CH:33]=[CH:32][CH:31]=1)[C:37]1[N:41]([C:2]2[N:10]=[C:9]3[C:5]([N:6]=[C:7]([CH2:12][N:13]4[CH2:14][CH2:15][CH:16]([C:19]([OH:22])([CH3:20])[CH3:21])[CH2:17][CH2:18]4)[N:8]3[CH3:11])=[C:4]([N:23]3[CH2:28][CH2:27][O:26][CH2:25][CH2:24]3)[N:3]=2)[C:40]2[CH:42]=[CH:43][CH:44]=[CH:45][C:39]=2[N:38]=1)[C:47]1[CH:48]=[CH:49][CH:50]=[CH:51][CH:52]=1, predict the reactants needed to synthesize it. (2) Given the product [NH:1]1[C:2]2[CH:7]=[CH:6][CH:5]=[CH:4][C:3]=2[N:8]=[C:26]1[C:17]1[CH:18]=[CH:19][CH:20]=[C:21]2[C:16]=1[C:15]1[CH:14]=[CH:13][C:12]([N+:9]([O-:11])=[O:10])=[CH:24][C:23]=1[C:22]2=[O:25], predict the reactants needed to synthesize it. The reactants are: [NH2:1][C:2]1[CH:7]=[CH:6][CH:5]=[CH:4][C:3]=1[NH-:8].[N+:9]([C:12]1[CH:24]=[C:23]2[C:15]([C:16]3[C:17]([C:26](O)=O)=[CH:18][CH:19]=[CH:20][C:21]=3[C:22]2=[O:25])=[CH:14][CH:13]=1)([O-:11])=[O:10]. (3) The reactants are: [N:1]1([CH2:7][C:8]2[CH:9]=[C:10]3[C:15](=[CH:16][CH:17]=2)[C@H:14]([NH:18][C:19](=O)OC(C)(C)C)[CH2:13][CH2:12][CH2:11]3)[CH2:6][CH2:5][CH2:4][CH2:3][CH2:2]1.[H-].[Al+3].[Li+].[H-].[H-].[H-]. Given the product [CH3:19][NH:18][C@H:14]1[C:15]2[C:10](=[CH:9][C:8]([CH2:7][N:1]3[CH2:6][CH2:5][CH2:4][CH2:3][CH2:2]3)=[CH:17][CH:16]=2)[CH2:11][CH2:12][CH2:13]1, predict the reactants needed to synthesize it. (4) Given the product [F:12][C:8]1[CH:7]=[C:6]2[C:11]([C:3](=[CH:2][NH:32][C:29]3[CH:28]=[C:27]([CH3:26])[NH:31][N:30]=3)[C:4](=[O:13])[NH:5]2)=[CH:10][CH:9]=1, predict the reactants needed to synthesize it. The reactants are: O/[CH:2]=[C:3]1\[C:4](=[O:13])[NH:5][C:6]2[C:11]\1=[CH:10][CH:9]=[C:8]([F:12])[CH:7]=2.O/C=C1\C(=O)NC2C\1=CC=CC=2.[CH3:26][C:27]1[NH:31][N:30]=[C:29]([NH2:32])[CH:28]=1.NC1C=CNN=1. (5) Given the product [Cl:1][C:2]1[CH:7]=[C:6]([Cl:8])[CH:5]=[CH:4][C:3]=1[C:9]1[CH:14]=[CH:13][C:12]([S:15]([NH:18][C:19]2[CH:20]=[C:21]([CH:25]=[CH:26][CH:27]=2)[C:22]([Cl:31])=[O:24])(=[O:17])=[O:16])=[CH:11][CH:10]=1, predict the reactants needed to synthesize it. The reactants are: [Cl:1][C:2]1[CH:7]=[C:6]([Cl:8])[CH:5]=[CH:4][C:3]=1[C:9]1[CH:14]=[CH:13][C:12]([S:15]([NH:18][C:19]2[CH:20]=[C:21]([CH:25]=[CH:26][CH:27]=2)[C:22]([OH:24])=O)(=[O:17])=[O:16])=[CH:11][CH:10]=1.C(Cl)(=O)C([Cl:31])=O.CN(C=O)C.